Dataset: Reaction yield outcomes from USPTO patents with 853,638 reactions. Task: Predict the reaction yield, written as a fraction of the theoretical maximum amount of product (1.0 means a 100% yield; for example, 0.34 means a 34% yield). (1) The reactants are [NH2:1][C:2]1[C:7]2[N:8]([CH2:22][CH2:23][CH2:24][OH:25])[C:9]([NH:11][C:12]3[C:13]([O:20][CH3:21])=[N:14][C:15]([O:18][CH3:19])=[N:16][CH:17]=3)=[N:10][C:6]=2[CH:5]=[CH:4][CH:3]=1.[CH:26](=O)[CH3:27].[C:29](O)(=O)[CH3:30].C(O[BH-](OC(=O)C)OC(=O)C)(=O)C.[Na+].C(=O)(O)[O-].[Na+]. The catalyst is O1CCCC1. The product is [CH2:29]([N:1]([CH2:26][CH3:27])[C:2]1[C:7]2[N:8]([CH2:22][CH2:23][CH2:24][OH:25])[C:9]([NH:11][C:12]3[C:13]([O:20][CH3:21])=[N:14][C:15]([O:18][CH3:19])=[N:16][CH:17]=3)=[N:10][C:6]=2[CH:5]=[CH:4][CH:3]=1)[CH3:30]. The yield is 0.780. (2) The reactants are [NH2:1][C:2]1[CH:10]=[C:9]([Cl:11])[CH:8]=[CH:7][C:3]=1[C:4]([OH:6])=[O:5].Cl.[CH3:13]O. The yield is 0.620. No catalyst specified. The product is [NH2:1][C:2]1[CH:10]=[C:9]([Cl:11])[CH:8]=[CH:7][C:3]=1[C:4]([O:6][CH3:13])=[O:5]. (3) The reactants are [CH3:1][O:2][C:3]([CH:5]([CH2:12][CH2:13][CH2:14][CH2:15][CH2:16][CH2:17][CH2:18][CH2:19][CH2:20][CH2:21][CH2:22][CH3:23])[C:6](=[O:11])[C:7]([O:9][CH3:10])=[O:8])=[O:4].[H-].[Na+].Br[Se:27][C:28]1[CH:33]=[CH:32][CH:31]=[CH:30][CH:29]=1.O. The catalyst is C1COCC1. The product is [C:28]1([Se:27][C:5]([C:3]([O:2][CH3:1])=[O:4])([CH2:12][CH2:13][CH2:14][CH2:15][CH2:16][CH2:17][CH2:18][CH2:19][CH2:20][CH2:21][CH2:22][CH3:23])[C:6](=[O:11])[C:7]([O:9][CH3:10])=[O:8])[CH:33]=[CH:32][CH:31]=[CH:30][CH:29]=1. The yield is 0.650. (4) The reactants are [CH:1]1([CH:7]([N:11]2[C:15]3[CH:16]=[CH:17][C:18]([F:20])=[CH:19][C:14]=3[N:13]=[C:12]2[C@H:21]([O:28][CH3:29])[C:22]2[CH:27]=[CH:26][CH:25]=[CH:24][CH:23]=2)[C:8](O)=[O:9])[CH2:6][CH2:5][CH2:4][CH2:3][CH2:2]1.C(N(CC)CC)C.CN(C(ON1N=NC2C=CC=NC1=2)=[N+](C)C)C.F[P-](F)(F)(F)(F)F.Cl.[NH2:62][C@H:63]1[CH2:68][CH2:67][C@H:66]([OH:69])[CH2:65][CH2:64]1. The catalyst is CN(C=O)C. The product is [CH:1]1([CH:7]([N:11]2[C:15]3[CH:16]=[CH:17][C:18]([F:20])=[CH:19][C:14]=3[N:13]=[C:12]2[C@H:21]([O:28][CH3:29])[C:22]2[CH:23]=[CH:24][CH:25]=[CH:26][CH:27]=2)[C:8]([NH:62][CH:63]2[CH2:68][CH2:67][CH:66]([OH:69])[CH2:65][CH2:64]2)=[O:9])[CH2:2][CH2:3][CH2:4][CH2:5][CH2:6]1. The yield is 0.400.